From a dataset of Reaction yield outcomes from USPTO patents with 853,638 reactions. Predict the reaction yield, written as a fraction of the theoretical maximum amount of product (1.0 means a 100% yield; for example, 0.34 means a 34% yield). (1) The reactants are CCN(C(C)C)C(C)C.Cl[C:11]1[CH:12]=[CH:13][C:14]2[N:15]([C:17]([C:20]([F:23])([F:22])[F:21])=[N:18][N:19]=2)[N:16]=1.[NH:24]1[CH2:29][CH2:28][CH:27]([C:30]2[CH:35]=[CH:34][C:33]([OH:36])=[CH:32][CH:31]=2)[CH2:26][CH2:25]1. The catalyst is CN(C=O)C. The product is [F:21][C:20]([F:23])([F:22])[C:17]1[N:15]2[N:16]=[C:11]([N:24]3[CH2:29][CH2:28][CH:27]([C:30]4[CH:31]=[CH:32][C:33]([OH:36])=[CH:34][CH:35]=4)[CH2:26][CH2:25]3)[CH:12]=[CH:13][C:14]2=[N:19][N:18]=1. The yield is 0.910. (2) The reactants are [H-].[Na+].[Cl:3][C:4]1[C:13]2[C:8](=[CH:9][CH:10]=[CH:11][CH:12]=2)[C:7](=[O:14])[NH:6][N:5]=1.[CH2:15](Br)[C:16]1[CH:21]=[CH:20][CH:19]=[CH:18][CH:17]=1. The catalyst is CN(C=O)C.C(OCC)(=O)C. The product is [CH2:15]([N:6]1[N:5]=[C:4]([Cl:3])[C:13]2[C:8](=[CH:9][CH:10]=[CH:11][CH:12]=2)[C:7]1=[O:14])[C:16]1[CH:21]=[CH:20][CH:19]=[CH:18][CH:17]=1. The yield is 0.900. (3) The reactants are [CH:1]([NH:4][CH:5]([CH3:7])[CH3:6])([CH3:3])[CH3:2].[Li][CH2:9][CH2:10][CH2:11]C.[CH3:13][N:14](P(N(C)C)(N(C)C)=O)C.[S:24]1[CH:28]=[CH:27][C:26]([C:29]([OH:31])=O)=[CH:25]1.CO[N:34](C)[C:35]([C:37]1[CH:42]=[CH:41][N:40]=[CH:39][CH:38]=1)=O.[CH2:44]1COCC1. No catalyst specified. The product is [N:40]1[CH:41]=[CH:42][C:37]([C:35]2[C:25]3[S:24][CH:28]=[CH:27][C:26]=3[C:29](=[O:31])[N:14]([CH2:13][CH2:2][C:1]3[CH:3]=[CH:44][C:7]4[C:5](=[CH:6][CH:9]=[CH:10][CH:11]=4)[N:4]=3)[N:34]=2)=[CH:38][CH:39]=1. The yield is 0.400. (4) The reactants are [NH:1]1[C:5]2[CH:6]=[CH:7][CH:8]=[CH:9][C:4]=2[CH2:3][S:2]1(=[O:11])=[O:10].CI.[C:14](=O)([O-])[O-].[K+].[K+]. The catalyst is CN(C)C=O.C1(C)C=CC=CC=1.C(OCC)(=O)C. The product is [CH3:14][N:1]1[C:5]2[CH:6]=[CH:7][CH:8]=[CH:9][C:4]=2[CH2:3][S:2]1(=[O:10])=[O:11]. The yield is 0.630. (5) The reactants are [Br:1][C:2]1[CH:9]=[CH:8][C:5]([CH2:6]Br)=[CH:4][CH:3]=1.[C:10]1([OH:16])[CH:15]=[CH:14][CH:13]=[CH:12][CH:11]=1.C(=O)([O-])[O-].[K+].[K+]. The catalyst is CN(C)C=O. The product is [Br:1][C:2]1[CH:9]=[CH:8][C:5]([CH2:6][O:16][C:10]2[CH:15]=[CH:14][CH:13]=[CH:12][CH:11]=2)=[CH:4][CH:3]=1. The yield is 0.890.